From a dataset of Catalyst prediction with 721,799 reactions and 888 catalyst types from USPTO. Predict which catalyst facilitates the given reaction. (1) Reactant: [CH3:1][C:2]1[C:7]([N+:8]([O-:10])=[O:9])=[CH:6][CH:5]=[CH:4][C:3]=1[OH:11].Br[C:13]([CH3:19])([CH3:18])[C:14]([O:16][CH3:17])=[O:15].C(=O)([O-])[O-].[Cs+].[Cs+].C(=O)(O)[O-].[Na+]. Product: [CH3:18][C:13]([O:11][C:3]1[CH:4]=[CH:5][CH:6]=[C:7]([N+:8]([O-:10])=[O:9])[C:2]=1[CH3:1])([CH3:19])[C:14]([O:16][CH3:17])=[O:15]. The catalyst class is: 3. (2) Reactant: C([O:3][C:4]([C:6]1([C:11]2[N:12]=[C:13]([NH:25][CH:26]([CH3:28])[CH3:27])[C:14]3[N:15]([C:17](=[O:24])[N:18]([C:20]([CH3:23])([CH3:22])[CH3:21])[N:19]=3)[CH:16]=2)[CH2:10][CH2:9][CH2:8][CH2:7]1)=[O:5])C.[OH-].[K+].Cl. Product: [C:20]([N:18]1[C:17](=[O:24])[N:15]2[CH:16]=[C:11]([C:6]3([C:4]([OH:5])=[O:3])[CH2:7][CH2:8][CH2:9][CH2:10]3)[N:12]=[C:13]([NH:25][CH:26]([CH3:28])[CH3:27])[C:14]2=[N:19]1)([CH3:22])([CH3:23])[CH3:21]. The catalyst class is: 38. (3) Reactant: N(C(C)(C)C#N)=NC(C)(C)C#N.[Br:13]N1C(=O)CCC1=O.C(=[N:28][C:29]1[CH:36]=[C:35]([CH3:37])[CH:34]=[CH:33][C:30]=1[C:31]#[N:32])C1C=CC=CC=1. Product: [NH2:28][C:29]1[CH:36]=[C:35]([CH2:37][Br:13])[CH:34]=[CH:33][C:30]=1[C:31]#[N:32]. The catalyst class is: 53. (4) Reactant: Br.[NH2:2][CH2:3][C:4]1[CH:5]=[C:6]([OH:10])[CH:7]=[CH:8][CH:9]=1.C(N(CC)CC)C.[C:18](O[C:18]([O:20][C:21]([CH3:24])([CH3:23])[CH3:22])=[O:19])([O:20][C:21]([CH3:24])([CH3:23])[CH3:22])=[O:19]. Product: [C:21]([O:20][C:18](=[O:19])[NH:2][CH2:3][C:4]1[CH:9]=[CH:8][CH:7]=[C:6]([OH:10])[CH:5]=1)([CH3:24])([CH3:23])[CH3:22]. The catalyst class is: 8. (5) Reactant: [Si:1]([O:8][CH:9]([CH2:34][CH2:35][CH2:36][CH2:37][CH2:38][CH2:39][CH3:40])[CH2:10][CH2:11][C@H:12]1[C@H:16]([O:17][CH:18]2[CH2:23][CH2:22][CH2:21][CH2:20][O:19]2)[CH2:15][C@H:14](O)[C@@H:13]1[CH2:25]/[CH:26]=[CH:27]\[CH2:28][CH2:29][CH2:30][C:31]([OH:33])=[O:32])([C:4]([CH3:7])([CH3:6])[CH3:5])([CH3:3])[CH3:2].C1C=C(SSC2N=CC=CC=2)N=CC=1.C1(P(C2C=CC=CC=2)C2C=CC=CC=2)C=CC=CC=1. Product: [Si:1]([O:8][CH:9]([CH2:34][CH2:35][CH2:36][CH2:37][CH2:38][CH2:39][CH3:40])[CH2:10][CH2:11][C@@H:12]1[C@@H:13]2[C@@H:14]([O:32][C:31](=[O:33])[CH2:30][CH2:29][CH2:28][CH:27]=[CH:26][CH2:25]2)[CH2:15][C@H:16]1[O:17][CH:18]1[CH2:23][CH2:22][CH2:21][CH2:20][O:19]1)([C:4]([CH3:5])([CH3:7])[CH3:6])([CH3:2])[CH3:3]. The catalyst class is: 113. (6) Reactant: [Si:1]([O:18][CH2:19][CH:20](OC(OC1C=CC=CC=1)=S)[C:21]([F:32])([F:31])[CH2:22][P:23](=[O:30])([O:27][CH2:28][CH3:29])[O:24][CH2:25][CH3:26])([C:14]([CH3:17])([CH3:16])[CH3:15])([C:8]1[CH:13]=[CH:12][CH:11]=[CH:10][CH:9]=1)[C:2]1[CH:7]=[CH:6][CH:5]=[CH:4][CH:3]=1.C([SnH](CCCC)CCCC)CCC.CC(N=NC(C#N)(C)C)(C#N)C. Product: [Si:1]([O:18][CH2:19][CH2:20][C:21]([F:32])([F:31])[CH2:22][P:23](=[O:30])([O:24][CH2:25][CH3:26])[O:27][CH2:28][CH3:29])([C:14]([CH3:17])([CH3:16])[CH3:15])([C:8]1[CH:13]=[CH:12][CH:11]=[CH:10][CH:9]=1)[C:2]1[CH:7]=[CH:6][CH:5]=[CH:4][CH:3]=1. The catalyst class is: 11. (7) Reactant: [C:1]([O:5][C:6](=[O:17])[NH:7][CH2:8][C:9]1[CH:14]=[CH:13][CH:12]=[C:11]([Cl:15])[C:10]=1[CH3:16])([CH3:4])([CH3:3])[CH3:2].CN([CH2:21][CH2:22]N(C)C)C.[Li][CH:27]([CH2:29][CH3:30])[CH3:28].CON(C)[C:34](=[O:41])[C:35]1C=CC=CC=1. Product: [C:1]([O:5][C:6]([NH:7][CH2:8][C:9]1[CH:14]=[CH:13][CH:12]=[C:11]([Cl:15])[C:10]=1[CH2:16][C:34](=[O:41])[CH2:35][C:22]1[CH:21]=[CH:30][CH:29]=[CH:27][CH:28]=1)=[O:17])([CH3:4])([CH3:3])[CH3:2]. The catalyst class is: 20. (8) Reactant: [NH:1]1[C:5]2[CH:6]=[CH:7][CH:8]=[CH:9][C:4]=2[N:3]=[C:2]1[CH2:10][N:11]([CH3:22])[CH:12]1[C:21]2[N:20]=[CH:19][CH:18]=[CH:17][C:16]=2[CH2:15][CH2:14][CH2:13]1.Cl.Cl[CH2:25][C:26]1[CH:31]=[CH:30][CH:29]=[CH:28][N:27]=1.C([O-])([O-])=O.[K+].[K+]. Product: [CH3:22][N:11]([CH2:10][C:2]1[N:3]([CH2:25][C:26]2[CH:31]=[CH:30][CH:29]=[CH:28][N:27]=2)[C:4]2[CH:9]=[CH:8][CH:7]=[CH:6][C:5]=2[N:1]=1)[CH:12]1[C:21]2[N:20]=[CH:19][CH:18]=[CH:17][C:16]=2[CH2:15][CH2:14][CH2:13]1. The catalyst class is: 31.